This data is from CYP1A2 inhibition data for predicting drug metabolism from PubChem BioAssay. The task is: Regression/Classification. Given a drug SMILES string, predict its absorption, distribution, metabolism, or excretion properties. Task type varies by dataset: regression for continuous measurements (e.g., permeability, clearance, half-life) or binary classification for categorical outcomes (e.g., BBB penetration, CYP inhibition). Dataset: cyp1a2_veith. (1) The drug is CC(=O)Nc1ccc(NC(=O)CSc2nnc(-c3ccco3)n2Cc2ccco2)cc1. The result is 0 (non-inhibitor). (2) The compound is Cc1ccc(C(=O)c2ccccc2C(=O)O)s1. The result is 0 (non-inhibitor). (3) The compound is Cc1ccc(CSc2nc3ccccc3cc2C=O)cc1. The result is 1 (inhibitor). (4) The drug is Cn1c(=O)c2[nH]c(CS(=O)(=O)Cc3nc4c([nH]3)c(=O)n(C)c(=O)n4C)nc2n(C)c1=O. The result is 0 (non-inhibitor). (5) The compound is CN1CC(c2ccccc2)C2(COc3ccccc3C2=O)C12C(=O)Nc1ccccc12. The result is 0 (non-inhibitor).